Task: Predict the reactants needed to synthesize the given product.. Dataset: Retrosynthesis with 50K atom-mapped reactions and 10 reaction types from USPTO Given the product Nc1sc(-c2ccccn2)cc1C(=O)N1CCC(N2CCCC3(CC(=O)N(C4CCC4)C3=O)C2)CC1, predict the reactants needed to synthesize it. The reactants are: CC(C)(C)OC(=O)Nc1sc(-c2ccccn2)cc1C(=O)N1CCC(N2CCCC3(CC(=O)N(C4CCC4)C3=O)C2)CC1.